This data is from Reaction yield outcomes from USPTO patents with 853,638 reactions. The task is: Predict the reaction yield, written as a fraction of the theoretical maximum amount of product (1.0 means a 100% yield; for example, 0.34 means a 34% yield). (1) The reactants are [CH2:1]([O:8][NH:9][C:10](=[O:18])OC1C=CC=CC=1)[C:2]1[CH:7]=[CH:6][CH:5]=[CH:4][CH:3]=1. The catalyst is CN(C)C1C=CN=CC=1.CO. The product is [CH2:1]([O:8][N:9]1[C:10](=[O:18])[N:9]([O:8][CH2:1][C:2]2[CH:3]=[CH:4][CH:5]=[CH:6][CH:7]=2)[C:10](=[O:18])[N:9]([O:8][CH2:1][C:2]2[CH:3]=[CH:4][CH:5]=[CH:6][CH:7]=2)[C:10]1=[O:18])[C:2]1[CH:3]=[CH:4][CH:5]=[CH:6][CH:7]=1. The yield is 0.810. (2) The reactants are C([O:5][C:6]([CH:8]1[CH:12]([C:13]2[CH:18]=[CH:17][CH:16]=[C:15]([Cl:19])[C:14]=2[F:20])[C:11]([C:28]#[N:29])([C:21]2[CH:26]=[CH:25][C:24]([F:27])=[CH:23][CH:22]=2)[CH:10]([CH2:30][C:31]([CH3:34])([CH3:33])[CH3:32])[NH:9]1)=[O:7])(C)(C)C.[F:35][C:36]([F:41])([F:40])[C:37]([OH:39])=[O:38]. The catalyst is ClCCl. The product is [F:35][C:36]([F:41])([F:40])[C:37]([OH:39])=[O:38].[Cl:19][C:15]1[C:14]([F:20])=[C:13]([CH:12]2[C:11]([C:28]#[N:29])([C:21]3[CH:22]=[CH:23][C:24]([F:27])=[CH:25][CH:26]=3)[CH:10]([CH2:30][C:31]([CH3:34])([CH3:32])[CH3:33])[NH:9][CH:8]2[C:6]([OH:7])=[O:5])[CH:18]=[CH:17][CH:16]=1. The yield is 0.940.